Dataset: Full USPTO retrosynthesis dataset with 1.9M reactions from patents (1976-2016). Task: Predict the reactants needed to synthesize the given product. (1) Given the product [CH2:8]([C:12]1[N:13]([CH2:25][CH2:26][CH2:27][NH:28][S:30]([CH3:29])(=[O:32])=[O:31])[C:14]2[C:23]3[CH:22]=[CH:21][CH:20]=[CH:19][C:18]=3[N:17]=[CH:16][C:15]=2[N:24]=1)[CH2:9][CH2:10][CH3:11], predict the reactants needed to synthesize it. The reactants are: C(N(CC)CC)C.[CH2:8]([C:12]1[N:13]([CH2:25][CH2:26][CH2:27][NH2:28])[C:14]2[C:23]3[CH:22]=[CH:21][CH:20]=[CH:19][C:18]=3[N:17]=[CH:16][C:15]=2[N:24]=1)[CH2:9][CH2:10][CH3:11].[CH3:29][S:30](Cl)(=[O:32])=[O:31]. (2) Given the product [Br:68][C:69]1[CH:70]=[C:71]2[C:77]([C:55]3[CH:54]=[C:53]([CH:58]=[CH:57][CH:56]=3)[CH2:52][NH:51][C:49]([C:45]3[C:44](=[O:62])[N:43]([CH2:42][C:41]4[CH:63]=[CH:64][C:65]([F:66])=[C:39]([F:38])[CH:40]=4)[CH:48]=[CH:47][CH:46]=3)=[O:50])=[CH:76][NH:75][C:72]2=[N:73][CH:74]=1, predict the reactants needed to synthesize it. The reactants are: C(C1C=C2C(C3C=C(C=CC=3)CNC(C3C(=O)N(CC4C=CC(F)=C(F)C=4)C=CC=3)=O)=CNC2=NC=1)#N.[F:38][C:39]1[CH:40]=[C:41]([CH:63]=[CH:64][C:65]=1[F:66])[CH2:42][N:43]1[CH:48]=[CH:47][CH:46]=[C:45]([C:49]([NH:51][CH2:52][C:53]2[CH:54]=[C:55](B(O)O)[CH:56]=[CH:57][CH:58]=2)=[O:50])[C:44]1=[O:62].[B].[Br:68][C:69]1[CH:70]=[C:71]2[C:77](I)=[CH:76][NH:75][C:72]2=[N:73][CH:74]=1.